From a dataset of Reaction yield outcomes from USPTO patents with 853,638 reactions. Predict the reaction yield, written as a fraction of the theoretical maximum amount of product (1.0 means a 100% yield; for example, 0.34 means a 34% yield). (1) The reactants are [Cl:1][C:2]1[CH:7]=[C:6]([C:8]2[NH:9][C:10]3[C:15]([CH:16]=2)=[C:14]([F:17])[CH:13]=[CH:12][CH:11]=3)[C:5]([C:18]([CH3:20])=[CH2:19])=[CH:4][N:3]=1.[OH:21]O. The catalyst is O. The product is [Cl:1][C:2]1[N:3]=[CH:4][C:5]([CH:18]([CH3:20])[CH2:19][OH:21])=[C:6]([C:8]2[NH:9][C:10]3[C:15]([CH:16]=2)=[C:14]([F:17])[CH:13]=[CH:12][CH:11]=3)[CH:7]=1. The yield is 0.360. (2) The reactants are [F:1][C:2]1[CH:20]=[CH:19][C:5]([CH2:6][C:7]2[S:8][C:9]3[N:10]=[C:11]([NH2:18])[N:12]=[C:13]([S:16][CH3:17])[C:14]=3[N:15]=2)=[CH:4][CH:3]=1.[OH-].[Na+].I[CH3:24].O. The catalyst is CS(C)=O. The product is [F:1][C:2]1[CH:20]=[CH:19][C:5]([CH:6]([C:7]2[S:8][C:9]3[N:10]=[C:11]([NH2:18])[N:12]=[C:13]([S:16][CH3:17])[C:14]=3[N:15]=2)[CH3:24])=[CH:4][CH:3]=1. The yield is 0.690. (3) The reactants are [CH2:1]([O:3][CH2:4][CH2:5][CH2:6][O:7][C:8](=[O:41])[C@@H:9]([NH:19][C:20]([C:22]1[C:23]([CH3:40])=[N:24][C:25]([NH:29][CH2:30][CH2:31][CH2:32][C:33]2[CH:38]=[CH:37][CH:36]=[C:35]([OH:39])[CH:34]=2)=[N:26][C:27]=1[CH3:28])=[O:21])[CH2:10][NH:11][C:12]([C:14]1[S:15][CH:16]=[CH:17][CH:18]=1)=[O:13])[CH3:2].[C:42](OC(=O)C)(=[O:44])[CH3:43].N1C=CC=CC=1. The catalyst is O. The product is [CH2:1]([O:3][CH2:4][CH2:5][CH2:6][O:7][C:8](=[O:41])[C@@H:9]([NH:19][C:20]([C:22]1[C:27]([CH3:28])=[N:26][C:25]([NH:29][CH2:30][CH2:31][CH2:32][C:33]2[CH:38]=[CH:37][CH:36]=[C:35]([O:39][C:42](=[O:44])[CH3:43])[CH:34]=2)=[N:24][C:23]=1[CH3:40])=[O:21])[CH2:10][NH:11][C:12]([C:14]1[S:15][CH:16]=[CH:17][CH:18]=1)=[O:13])[CH3:2]. The yield is 0.780. (4) The reactants are [C:1]1([C:15]2[CH:20]=[CH:19][CH:18]=[CH:17][CH:16]=2)[CH:6]=[CH:5][C:4]([O:7][CH2:8][CH2:9][CH2:10][C:11]([O:13]C)=[O:12])=[CH:3][CH:2]=1.[Li+:21].[OH-].O. The catalyst is C1COCC1. The product is [C:1]1([C:15]2[CH:16]=[CH:17][CH:18]=[CH:19][CH:20]=2)[CH:6]=[CH:5][C:4]([O:7][CH2:8][CH2:9][CH2:10][C:11]([O-:13])=[O:12])=[CH:3][CH:2]=1.[Li+:21]. The yield is 0.930. (5) The reactants are [CH3:1][O:2][C:3](=[O:15])[C:4]1[CH:9]=[CH:8][CH:7]=[C:6]([NH:10][C:11](=[O:14])[CH2:12]Br)[CH:5]=1.C(=O)([O-])[O-].[K+].[K+].[CH:22]([C:25]1[CH:31]=[CH:30][C:28](N)=[CH:27][CH:26]=1)([CH3:24])[CH3:23].C[N:33](C=O)C. No catalyst specified. The product is [CH3:1][O:2][C:3](=[O:15])[C:4]1[CH:9]=[CH:8][CH:7]=[C:6]([NH:10][C:11](=[O:14])[CH2:12][NH:33][C:27]2[CH:28]=[CH:30][CH:31]=[C:25]([CH:22]([CH3:24])[CH3:23])[CH:26]=2)[CH:5]=1. The yield is 0.845. (6) The product is [CH3:28][C:12]1[C:13]([N:17]2[C:26](=[O:27])[C:25]3[C:20](=[CH:21][CH:22]=[CH:23][CH:24]=3)[N:19]=[CH:18]2)=[CH:14][CH:15]=[CH:16][C:11]=1[C:5]1[C:6]2=[N:10][S:9][N:8]=[C:7]2[C:2]([C:29]#[N:30])=[CH:3][CH:4]=1. The catalyst is CCOC(C)=O.[C-]#N.[C-]#N.[Zn+2].C1C=CC([P]([Pd]([P](C2C=CC=CC=2)(C2C=CC=CC=2)C2C=CC=CC=2)([P](C2C=CC=CC=2)(C2C=CC=CC=2)C2C=CC=CC=2)[P](C2C=CC=CC=2)(C2C=CC=CC=2)C2C=CC=CC=2)(C2C=CC=CC=2)C2C=CC=CC=2)=CC=1. The reactants are Br[C:2]1[C:7]2=[N:8][S:9][N:10]=[C:6]2[C:5]([C:11]2[C:12]([CH3:28])=[C:13]([N:17]3[C:26](=[O:27])[C:25]4[C:20](=[CH:21][CH:22]=[CH:23][CH:24]=4)[N:19]=[CH:18]3)[CH:14]=[CH:15][CH:16]=2)=[CH:4][CH:3]=1.[CH3:29][N:30](C=O)C. The yield is 0.760.